This data is from NCI-60 drug combinations with 297,098 pairs across 59 cell lines. The task is: Regression. Given two drug SMILES strings and cell line genomic features, predict the synergy score measuring deviation from expected non-interaction effect. (1) Drug 1: CC1=C(C=C(C=C1)NC2=NC=CC(=N2)N(C)C3=CC4=NN(C(=C4C=C3)C)C)S(=O)(=O)N.Cl. Drug 2: COCCOC1=C(C=C2C(=C1)C(=NC=N2)NC3=CC=CC(=C3)C#C)OCCOC.Cl. Cell line: IGROV1. Synergy scores: CSS=48.2, Synergy_ZIP=27.2, Synergy_Bliss=27.3, Synergy_Loewe=16.3, Synergy_HSA=27.7. (2) Drug 1: CC12CCC(CC1=CCC3C2CCC4(C3CC=C4C5=CN=CC=C5)C)O. Drug 2: C(CN)CNCCSP(=O)(O)O. Cell line: EKVX. Synergy scores: CSS=-8.04, Synergy_ZIP=0.125, Synergy_Bliss=-6.87, Synergy_Loewe=-9.62, Synergy_HSA=-9.18. (3) Drug 1: C1=C(C(=O)NC(=O)N1)N(CCCl)CCCl. Drug 2: CCCCCOC(=O)NC1=NC(=O)N(C=C1F)C2C(C(C(O2)C)O)O. Cell line: SNB-75. Synergy scores: CSS=9.39, Synergy_ZIP=-7.76, Synergy_Bliss=2.04, Synergy_Loewe=-15.5, Synergy_HSA=1.99. (4) Drug 1: C1=CC(=C2C(=C1NCCNCCO)C(=O)C3=C(C=CC(=C3C2=O)O)O)NCCNCCO. Drug 2: C#CCC(CC1=CN=C2C(=N1)C(=NC(=N2)N)N)C3=CC=C(C=C3)C(=O)NC(CCC(=O)O)C(=O)O. Cell line: HL-60(TB). Synergy scores: CSS=35.9, Synergy_ZIP=-7.76, Synergy_Bliss=-14.2, Synergy_Loewe=-11.7, Synergy_HSA=-10.1. (5) Drug 1: COC1=C(C=C2C(=C1)N=CN=C2NC3=CC(=C(C=C3)F)Cl)OCCCN4CCOCC4. Drug 2: CC(CN1CC(=O)NC(=O)C1)N2CC(=O)NC(=O)C2. Cell line: EKVX. Synergy scores: CSS=41.1, Synergy_ZIP=3.52, Synergy_Bliss=4.66, Synergy_Loewe=6.58, Synergy_HSA=9.40. (6) Drug 1: COC1=CC(=CC(=C1O)OC)C2C3C(COC3=O)C(C4=CC5=C(C=C24)OCO5)OC6C(C(C7C(O6)COC(O7)C8=CC=CS8)O)O. Drug 2: COCCOC1=C(C=C2C(=C1)C(=NC=N2)NC3=CC=CC(=C3)C#C)OCCOC.Cl. Cell line: SW-620. Synergy scores: CSS=34.1, Synergy_ZIP=0.914, Synergy_Bliss=1.43, Synergy_Loewe=-21.4, Synergy_HSA=0.0237.